From a dataset of Full USPTO retrosynthesis dataset with 1.9M reactions from patents (1976-2016). Predict the reactants needed to synthesize the given product. (1) Given the product [CH2:10]([N:17]1[C@@H:22]([CH2:23][F:7])[CH2:21][O:20][C@@H:19]([C:25]([N:27]([CH:48]2[CH2:50][CH2:49]2)[C@@H:28]([C:30]2[C:38]3[C:33](=[N:34][C:35]([CH3:39])=[CH:36][CH:37]=3)[N:32]([CH2:40][CH2:41][CH2:42][NH:43][C:44](=[O:47])[O:45][CH3:46])[N:31]=2)[CH3:29])=[O:26])[CH2:18]1)[C:11]1[CH:16]=[CH:15][CH:14]=[CH:13][CH:12]=1, predict the reactants needed to synthesize it. The reactants are: C(N(S(F)(F)[F:7])CC)C.[CH2:10]([N:17]1[C@@H:22]([CH2:23]O)[CH2:21][O:20][C@@H:19]([C:25]([N:27]([CH:48]2[CH2:50][CH2:49]2)[C@@H:28]([C:30]2[C:38]3[C:33](=[N:34][C:35]([CH3:39])=[CH:36][CH:37]=3)[N:32]([CH2:40][CH2:41][CH2:42][NH:43][C:44](=[O:47])[O:45][CH3:46])[N:31]=2)[CH3:29])=[O:26])[CH2:18]1)[C:11]1[CH:16]=[CH:15][CH:14]=[CH:13][CH:12]=1.C(=O)([O-])O.[Na+]. (2) Given the product [F:12][C:13]1[CH:14]=[CH:15][C:16]2[C:22](=[O:23])[N:21]3[CH2:24][C@@H:25]([C:28]4[O:11][N:10]=[C:8]([C:5]5[CH:4]=[CH:3][C:2]([F:1])=[CH:7][N:6]=5)[N:9]=4)[CH2:26][CH2:27][C@H:20]3[CH2:19][CH2:18][C:17]=2[N:31]=1, predict the reactants needed to synthesize it. The reactants are: [F:1][C:2]1[CH:3]=[CH:4][C:5]([C:8](=[N:10][OH:11])[NH2:9])=[N:6][CH:7]=1.[F:12][C:13]1[CH:14]=[CH:15][C:16]2[C:22](=[O:23])[N:21]3[CH2:24][C@H:25]([C:28](Cl)=O)[CH2:26][CH2:27][C@H:20]3[CH2:19][CH2:18][C:17]=2[N:31]=1.C([O-])(O)=O.[Na+]. (3) Given the product [CH2:1]([C:5]1[CH:6]=[C:7]2[C:12](=[C:13]([O:15][CH:16]3[CH2:17][CH2:18][N:19]([CH2:36][CH2:35][CH:32]4[CH2:31][CH2:30][N:29]([C:27]([O:26][C:23]([CH3:22])([CH3:25])[CH3:24])=[O:28])[CH2:34][CH2:33]4)[CH2:20][CH2:21]3)[CH:14]=1)[N:11]=[CH:10][CH:9]=[CH:8]2)[CH2:2][CH2:3][CH3:4], predict the reactants needed to synthesize it. The reactants are: [CH2:1]([C:5]1[CH:6]=[C:7]2[C:12](=[C:13]([O:15][CH:16]3[CH2:21][CH2:20][NH:19][CH2:18][CH2:17]3)[CH:14]=1)[N:11]=[CH:10][CH:9]=[CH:8]2)[CH2:2][CH2:3][CH3:4].[CH3:22][C:23]([O:26][C:27]([N:29]1[CH2:34][CH2:33][CH:32]([CH2:35][CH:36]=O)[CH2:31][CH2:30]1)=[O:28])([CH3:25])[CH3:24].C(O)(=O)C.C(O[BH-](OC(=O)C)OC(=O)C)(=O)C.[Na+]. (4) Given the product [CH2:42]([NH:45][C:8](=[O:9])[CH:7]([CH:11]([CH3:13])[CH3:12])[CH2:6][CH:5]([O:14][Si:15]([C:18]([CH3:20])([CH3:21])[CH3:19])([CH3:16])[CH3:17])[CH:4]([N:1]=[N+:2]=[N-:3])[CH2:22][CH:23]([CH2:27][C:28]1[CH:33]=[CH:32][C:31]([O:34][CH3:35])=[C:30]([O:36][CH2:37][CH2:38][CH2:39][O:40][CH3:41])[CH:29]=1)[CH:24]([CH3:25])[CH3:26])[C:43]#[CH:44], predict the reactants needed to synthesize it. The reactants are: [N:1]([CH:4]([CH2:22][CH:23]([CH2:27][C:28]1[CH:33]=[CH:32][C:31]([O:34][CH3:35])=[C:30]([O:36][CH2:37][CH2:38][CH2:39][O:40][CH3:41])[CH:29]=1)[CH:24]([CH3:26])[CH3:25])[CH:5]([O:14][Si:15]([C:18]([CH3:21])([CH3:20])[CH3:19])([CH3:17])[CH3:16])[CH2:6][CH:7]([CH:11]([CH3:13])[CH3:12])[C:8](O)=[O:9])=[N+:2]=[N-:3].[CH2:42]([NH2:45])[C:43]#[CH:44]. (5) Given the product [CH3:22][O:21][C:19]([N:7]([CH3:8])[C@@H:3]([CH:2]([CH3:9])[CH3:1])[C:4]([OH:6])=[O:5])=[O:20], predict the reactants needed to synthesize it. The reactants are: [CH3:1][CH:2]([CH3:9])[C@H:3]([NH:7][CH3:8])[C:4]([OH:6])=[O:5].[OH-].[Na+].C(=O)([O-])[O-].[Na+].[Na+].Cl[C:19]([O:21][CH3:22])=[O:20].